Dataset: Full USPTO retrosynthesis dataset with 1.9M reactions from patents (1976-2016). Task: Predict the reactants needed to synthesize the given product. (1) The reactants are: [Cl:1][C:2]1[C:3]([C:7]2[S:8][C:9]([Cl:12])=[CH:10][CH:11]=2)=[N:4][NH:5][CH:6]=1.C([O-])([O-])=O.[K+].[K+].Cl[CH2:20][C:21]([N:23]1[CH2:28][CH2:27][N:26]([C:29]2[CH:34]=[CH:33][C:32]([F:35])=[CH:31][CH:30]=2)[CH2:25][CH2:24]1)=[O:22].CN(C=O)C. Given the product [Cl:1][C:2]1[C:3]([C:7]2[S:8][C:9]([Cl:12])=[CH:10][CH:11]=2)=[N:4][N:5]([CH2:20][C:21]([N:23]2[CH2:24][CH2:25][N:26]([C:29]3[CH:34]=[CH:33][C:32]([F:35])=[CH:31][CH:30]=3)[CH2:27][CH2:28]2)=[O:22])[CH:6]=1, predict the reactants needed to synthesize it. (2) Given the product [CH:40]1([N:32]2[C:30]3[N:31]=[C:26]([NH:1][C:2]4[N:7]=[CH:6][C:5]([N:8]5[C:15](=[O:16])[CH2:14][CH:13]6[N:17]([C:18]([O:20][C:21]([CH3:24])([CH3:23])[CH3:22])=[O:19])[CH:10]([CH2:11][CH2:12]6)[CH2:9]5)=[CH:4][CH:3]=4)[N:27]=[CH:28][C:29]=3[CH:34]=[C:33]2[C:35](=[O:36])[N:37]([CH3:38])[CH3:39])[CH2:41][CH2:42][CH2:43][CH2:44][CH2:45]1, predict the reactants needed to synthesize it. The reactants are: [NH2:1][C:2]1[N:7]=[CH:6][C:5]([N:8]2[C:15](=[O:16])[CH2:14][CH:13]3[N:17]([C:18]([O:20][C:21]([CH3:24])([CH3:23])[CH3:22])=[O:19])[CH:10]([CH2:11][CH2:12]3)[CH2:9]2)=[CH:4][CH:3]=1.Cl[C:26]1[N:27]=[CH:28][C:29]2[CH:34]=[C:33]([C:35]([N:37]([CH3:39])[CH3:38])=[O:36])[N:32]([CH:40]3[CH2:45][CH2:44][CH2:43][CH2:42][CH2:41]3)[C:30]=2[N:31]=1. (3) Given the product [F:10][C:4]1[C:5](=[O:9])[N:6]([CH3:8])[CH:7]=[C:2]([B:14]2[O:15][C:16]([CH3:18])([CH3:17])[C:12]([CH3:28])([CH3:11])[O:13]2)[CH:3]=1, predict the reactants needed to synthesize it. The reactants are: Br[C:2]1[CH:3]=[C:4]([F:10])[C:5](=[O:9])[N:6]([CH3:8])[CH:7]=1.[CH3:11][C:12]1([CH3:28])[C:16]([CH3:18])([CH3:17])[O:15][B:14]([B:14]2[O:15][C:16]([CH3:18])([CH3:17])[C:12]([CH3:28])([CH3:11])[O:13]2)[O:13]1.CC([O-])=O.[K+].O. (4) Given the product [Cl:18][C:15]1[CH:16]=[CH:17][C:12]([O:11][C:8]2[CH:9]=[CH:10][C:5]([C:3](=[O:4])[CH2:2][O:30][C:27]3[CH:28]=[CH:29][C:24]([O:23][CH3:22])=[CH:25][CH:26]=3)=[C:6]([CH2:19][CH2:20][CH3:21])[CH:7]=2)=[CH:13][CH:14]=1, predict the reactants needed to synthesize it. The reactants are: Br[CH2:2][C:3]([C:5]1[CH:10]=[CH:9][C:8]([O:11][C:12]2[CH:17]=[CH:16][C:15]([Cl:18])=[CH:14][CH:13]=2)=[CH:7][C:6]=1[CH2:19][CH2:20][CH3:21])=[O:4].[CH3:22][O:23][C:24]1[CH:29]=[CH:28][C:27]([OH:30])=[CH:26][CH:25]=1.C(=O)([O-])[O-].[Cs+].[Cs+]. (5) Given the product [CH2:1]([O:3][C:4]([C:6]1[C:14]2=[C:13]3[C:12](=[CH:11][CH:10]=[C:9]2[N:8]([CH3:20])[C:7]=1[CH2:21][CH2:22][CH3:23])[O:19][CH:17]1[N:16]([CH2:18][CH2:29][C:28]2[CH:27]=[C:26]([O:25][CH3:24])[CH:35]=[CH:34][C:33]=21)[CH2:15]3)=[O:5])[CH3:2], predict the reactants needed to synthesize it. The reactants are: [CH2:1]([O:3][C:4]([C:6]1[C:14]2[C:9](=[CH:10][CH:11]=[C:12]([OH:19])[C:13]=2[CH2:15][N:16]([CH3:18])[CH3:17])[N:8]([CH3:20])[C:7]=1[CH2:21][CH2:22][CH3:23])=[O:5])[CH3:2].[CH3:24][O:25][C:26]1[CH:27]=[C:28]2[C:33](=[CH:34][CH:35]=1)C=NC[CH2:29]2. (6) Given the product [CH3:22][C:14]1[CH:15]=[CH:16][CH:17]=[C:18]2[C:13]=1[CH2:12][C@H:11]1[C@@H:19]2[CH2:20][NH:8][CH2:9][CH2:10]1, predict the reactants needed to synthesize it. The reactants are: C([N:8]1[CH2:20][C@H:19]2[C@H:11]([CH2:12][C:13]3[C:18]2=[CH:17][C:16](Br)=[CH:15][C:14]=3[CH3:22])[CH2:10][CH2:9]1)C1C=CC=CC=1. (7) Given the product [OH:42][C:39]1[CH:40]=[CH:41][C:32]([O:31][CH2:30][C@@H:29]([OH:44])[CH2:28][NH:27][CH:17]2[CH2:18][CH2:19][N:14]([C:11]3[CH:10]=[CH:9][C:8]([CH:7]=[C:6]4[S:5][C:4]([N:21]5[CH2:22][CH2:23][CH2:24][CH2:25][CH2:26]5)=[N:3][C:2]4=[O:1])=[CH:13][CH:12]=3)[CH2:15][CH2:16]2)=[C:33]2[C:38]=1[NH:37][C:36](=[O:43])[CH2:35][CH2:34]2, predict the reactants needed to synthesize it. The reactants are: [O:1]=[C:2]1[C:6](=[CH:7][C:8]2[CH:13]=[CH:12][C:11]([N:14]3[CH2:19][CH2:18][C:17](=O)[CH2:16][CH2:15]3)=[CH:10][CH:9]=2)[S:5][C:4]([N:21]2[CH2:26][CH2:25][CH2:24][CH2:23][CH2:22]2)=[N:3]1.[NH2:27][CH2:28][C@H:29]([OH:44])[CH2:30][O:31][C:32]1[CH:41]=[CH:40][C:39]([OH:42])=[C:38]2[C:33]=1[CH2:34][CH2:35][C:36](=[O:43])[NH:37]2. (8) Given the product [OH:8][CH2:9][CH:10]1[CH2:28][CH2:27][N:13]2[C:14]3[C:19]([C:20]([C:21]4[C:22](=[O:23])[NH:40][C:38](=[O:39])[C:37]=4[C:36]4[C:32]5[CH:31]=[CH:30][S:29][C:33]=5[NH:34][CH:35]=4)=[C:12]2[CH2:11]1)=[CH:18][CH:17]=[CH:16][CH:15]=3, predict the reactants needed to synthesize it. The reactants are: [Si]([O:8][CH2:9][CH:10]1[CH2:28][CH2:27][N:13]2[C:14]3[C:19]([C:20]([C:21](=O)[C:22](OC)=[O:23])=[C:12]2[CH2:11]1)=[CH:18][CH:17]=[CH:16][CH:15]=3)(C(C)(C)C)(C)C.[S:29]1[C:33]2[NH:34][CH:35]=[C:36]([CH2:37][C:38]([NH2:40])=[O:39])[C:32]=2[CH:31]=[CH:30]1.CC([O-])(C)C.[K+].Cl. (9) The reactants are: [OH:1][CH2:2][C:3]1[CH:8]=[CH:7][C:6]([C:9](=[O:11])[CH3:10])=[C:5]([CH3:12])[CH:4]=1.[Br-:13].[Br-].[Br-].C([N+](CCCC)(CCCC)CCCC)CCC.C([N+](CCCC)(CCCC)CCCC)CCC.C([N+](CCCC)(CCCC)CCCC)CCC. Given the product [Br:13][CH2:10][C:9]([C:6]1[CH:7]=[CH:8][C:3]([CH2:2][OH:1])=[CH:4][C:5]=1[CH3:12])=[O:11], predict the reactants needed to synthesize it.